Predict the product of the given reaction. From a dataset of Forward reaction prediction with 1.9M reactions from USPTO patents (1976-2016). Given the reactants [F:1][C:2]1[CH:7]=[CH:6][C:5]([C@H:8]2[CH2:16][CH2:15][CH2:14][C@@H:13]3[N:9]2[C:10](=[O:17])[CH:11]=[CH:12]3)=[CH:4][CH:3]=1.[H][H], predict the reaction product. The product is: [F:1][C:2]1[CH:7]=[CH:6][C:5]([C@H:8]2[CH2:16][CH2:15][CH2:14][C@@H:13]3[N:9]2[C:10](=[O:17])[CH2:11][CH2:12]3)=[CH:4][CH:3]=1.